From a dataset of Catalyst prediction with 721,799 reactions and 888 catalyst types from USPTO. Predict which catalyst facilitates the given reaction. (1) Reactant: [C:1]([O:10]C(=O)CCCCC)(=[O:9])[C:2]1[C:3](=[CH:5][CH:6]=[CH:7][CH:8]=1)[OH:4].[OH-:18].[Na+].Cl. Product: [C:7]([C:7]1[CH:8]=[C:2]([C:1]([OH:10])=[O:9])[C:3]([OH:4])=[CH:5][CH:6]=1)(=[O:18])[CH2:8][CH2:2][CH2:3][CH3:5]. The catalyst class is: 88. (2) Reactant: [Br:1][C:2]1[N:7]=[C:6]([C:8](=[O:11])[NH:9][CH3:10])[C:5]([NH:12][C:13]2[C:18]([C:19]([F:22])([F:21])[F:20])=[CH:17][N:16]=[C:15]([NH:23][C:24]3[CH:34]=[CH:33][C:27]([CH2:28][CH2:29][PH:30](=[O:32])[O-:31])=[CH:26][C:25]=3[O:35][CH3:36])[N:14]=2)=[CH:4][CH:3]=1.Br[Si](C)(C)C. Product: [Br:1][C:2]1[N:7]=[C:6]([C:8](=[O:11])[NH:9][CH3:10])[C:5]([NH:12][C:13]2[C:18]([C:19]([F:22])([F:20])[F:21])=[CH:17][N:16]=[C:15]([NH:23][C:24]3[CH:34]=[CH:33][C:27]([CH2:28][CH2:29][PH:30](=[O:31])[OH:32])=[CH:26][C:25]=3[O:35][CH3:36])[N:14]=2)=[CH:4][CH:3]=1. The catalyst class is: 17. (3) Reactant: [OH:1][C:2]1[CH:10]=[CH:9][C:8]2[NH:7][C:6]3[CH:11]([CH2:14][C:15]([O:17][CH2:18][CH3:19])=[O:16])[CH2:12][CH2:13][C:5]=3[C:4]=2[CH:3]=1.C(=O)([O-])[O-].[Cs+].[Cs+].Cl[CH2:27][C:28]1[CH:29]=[CH:30][C:31]([O:36][CH:37]([CH3:39])[CH3:38])=[C:32]([CH:35]=1)[C:33]#[N:34]. Product: [C:33]([C:32]1[CH:35]=[C:28]([CH:29]=[CH:30][C:31]=1[O:36][CH:37]([CH3:39])[CH3:38])[CH2:27][O:1][C:2]1[CH:10]=[CH:9][C:8]2[NH:7][C:6]3[CH:11]([CH2:14][C:15]([O:17][CH2:18][CH3:19])=[O:16])[CH2:12][CH2:13][C:5]=3[C:4]=2[CH:3]=1)#[N:34]. The catalyst class is: 3. (4) Reactant: C(O[C:4](=[O:14])[CH2:5][C:6](=O)[C:7]1[CH:12]=[CH:11][CH:10]=[CH:9][N:8]=1)C.[CH3:15][C:16]1[CH:17]=[C:18]([NH2:21])[NH:19][N:20]=1. Product: [CH3:15][C:16]1[CH:17]=[C:18]2[NH:21][C:6]([C:7]3[CH:12]=[CH:11][CH:10]=[CH:9][N:8]=3)=[CH:5][C:4](=[O:14])[N:19]2[N:20]=1. The catalyst class is: 25. (5) Reactant: [C:1]([O:5][C:6]([NH:8][CH2:9][CH2:10][C:11]1[CH:19]=[CH:18][C:14]([C:15]([OH:17])=O)=[CH:13][CH:12]=1)=[O:7])([CH3:4])([CH3:3])[CH3:2].ON1C2C=CC=CC=2N=N1.Cl.C(N=C=NCCCN(C)C)C.[F:42][C:43]1[CH:48]=[CH:47][C:46]([C:49]2[CH:54]=[CH:53][C:52]([C:55]3[N:60]=[C:59]([NH:61][C:62]4[CH:67]=[CH:66][C:65]([NH2:68])=[CH:64][CH:63]=4)[N:58]4[N:69]=[CH:70][CH:71]=[C:57]4[CH:56]=3)=[CH:51][CH:50]=2)=[CH:45][CH:44]=1. Product: [C:1]([O:5][C:6](=[O:7])[NH:8][CH2:9][CH2:10][C:11]1[CH:12]=[CH:13][C:14]([C:15](=[O:17])[NH:68][C:65]2[CH:66]=[CH:67][C:62]([NH:61][C:59]3[N:58]4[N:69]=[CH:70][CH:71]=[C:57]4[CH:56]=[C:55]([C:52]4[CH:53]=[CH:54][C:49]([C:46]5[CH:47]=[CH:48][C:43]([F:42])=[CH:44][CH:45]=5)=[CH:50][CH:51]=4)[N:60]=3)=[CH:63][CH:64]=2)=[CH:18][CH:19]=1)([CH3:2])([CH3:3])[CH3:4]. The catalyst class is: 338. (6) Reactant: [C:1]([C:3]1[C:4]([CH3:17])=[CH:5][C:6]([CH:13]2[CH2:16][CH2:15][CH2:14]2)=[C:7]([CH:12]=1)[C:8](OC)=[O:9])#[N:2].[NH2:18][NH2:19]. Product: [C:1]([C:3]1[C:4]([CH3:17])=[CH:5][C:6]([CH:13]2[CH2:16][CH2:15][CH2:14]2)=[C:7]([CH:12]=1)[C:8]([NH:18][NH2:19])=[O:9])#[N:2]. The catalyst class is: 14. (7) Reactant: [NH2:1][C@H:2]([CH2:5][CH3:6])[CH2:3][OH:4].[CH:7](=O)[C:8]1[CH:13]=[CH:12][CH:11]=[CH:10][CH:9]=1.[BH4-].[Na+].[OH-].[Na+]. Product: [C:8]1([CH2:7][NH:1][C@H:2]([CH2:5][CH3:6])[CH2:3][OH:4])[CH:13]=[CH:12][CH:11]=[CH:10][CH:9]=1. The catalyst class is: 5. (8) Reactant: [N:1]1[C:9]2[CH2:8][CH2:7][N:6]([C:10]([O-])=O)[CH2:5][C:4]=2[S:3][CH:2]=1.[N:13]([CH2:16][CH2:17][CH2:18][C:19]1([C:35]2[CH:40]=[CH:39][CH:38]=[CH:37][CH:36]=2)[N:23](C(=S)N)[N:22]=[C:21]([C:27]2[CH:32]=[C:31]([F:33])[CH:30]=[CH:29][C:28]=2[F:34])[S:20]1)=[N+]=[N-].BrC1C(=O)CCN(C(OC(C)(C)C)=O)C1.CCN(C(C)C)C(C)C. Product: [F:34][C:28]1[CH:29]=[CH:30][C:31]([F:33])=[CH:32][C:27]=1[C:21]1[S:20][C:19]([CH2:18][CH2:17][CH2:16][NH2:13])([C:35]2[CH:40]=[CH:39][CH:38]=[CH:37][CH:36]=2)[N:23]([C:2]2[S:3][C:4]3[CH2:5][N:6]([CH3:10])[CH2:7][CH2:8][C:9]=3[N:1]=2)[N:22]=1. The catalyst class is: 8.